This data is from Full USPTO retrosynthesis dataset with 1.9M reactions from patents (1976-2016). The task is: Predict the reactants needed to synthesize the given product. (1) Given the product [C:1]([N:5]1[CH2:9][C@@H:8]([C:10]2[CH:15]=[CH:14][C:13]([F:16])=[CH:12][C:11]=2[F:17])[C@H:7]([C:18]([N:20]2[CH2:25][CH2:24][CH:23]([C:26]3[CH:31]=[CH:30][C:29]([Cl:32])=[CH:28][C:27]=3[CH:33]([CH3:38])[C:34]([O:36][CH3:37])=[O:35])[CH2:22][CH2:21]2)=[O:19])[CH2:6]1)([CH3:4])([CH3:3])[CH3:2], predict the reactants needed to synthesize it. The reactants are: [C:1]([N:5]1[CH2:9][C@@H:8]([C:10]2[CH:15]=[CH:14][C:13]([F:16])=[CH:12][C:11]=2[F:17])[C@H:7]([C:18]([N:20]2[CH2:25][CH:24]=[C:23]([C:26]3[CH:31]=[CH:30][C:29]([Cl:32])=[CH:28][C:27]=3[CH:33]([CH3:38])[C:34]([O:36][CH3:37])=[O:35])[CH2:22][CH2:21]2)=[O:19])[CH2:6]1)([CH3:4])([CH3:3])[CH3:2]. (2) Given the product [CH3:7][O:8][C:9](=[O:18])[C:10]1[CH:15]=[CH:14][C:13]([O:16][CH2:19][C:20]2[CH:25]=[CH:24][CH:23]=[CH:22][CH:21]=2)=[C:12]([O:17][CH2:9][C:10]2[CH:15]=[CH:14][CH:13]=[CH:12][CH:11]=2)[CH:11]=1, predict the reactants needed to synthesize it. The reactants are: C(=O)([O-])[O-].[K+].[K+].[CH3:7][O:8][C:9](=[O:18])[C:10]1[CH:15]=[CH:14][C:13]([OH:16])=[C:12]([OH:17])[CH:11]=1.[CH2:19](Br)[C:20]1[CH:25]=[CH:24][CH:23]=[CH:22][CH:21]=1. (3) Given the product [Br:20][C:21]1[CH:27]=[C:26]([CH3:28])[C:24]([NH:25][C:2]2[N:6]([CH3:7])[C:5]3[C:8]([N:12]4[CH2:17][CH2:16][CH2:15][CH2:14][CH:13]4[CH2:18][CH3:19])=[CH:9][CH:10]=[CH:11][C:4]=3[N:3]=2)=[C:23]([O:29][CH3:30])[CH:22]=1, predict the reactants needed to synthesize it. The reactants are: Cl[C:2]1[N:6]([CH3:7])[C:5]2[C:8]([N:12]3[CH2:17][CH2:16][CH2:15][CH2:14][CH:13]3[CH2:18][CH3:19])=[CH:9][CH:10]=[CH:11][C:4]=2[N:3]=1.[Br:20][C:21]1[CH:27]=[C:26]([CH3:28])[C:24]([NH2:25])=[C:23]([O:29][CH3:30])[CH:22]=1. (4) Given the product [N:1]1[N:2]([C:6]2[CH:11]=[CH:10][CH:9]=[CH:8][C:7]=2[C:12]([N:14]2[C@H:15]([CH3:21])[CH2:16][CH2:17][C@@H:18]([O:20][C:25]3[N:34]=[CH:33][CH:32]=[C:31]([I:35])[C:26]=3[C:27]([O:29][CH3:30])=[O:28])[CH2:19]2)=[O:13])[N:3]=[CH:4][CH:5]=1, predict the reactants needed to synthesize it. The reactants are: [N:1]1[N:2]([C:6]2[CH:11]=[CH:10][CH:9]=[CH:8][C:7]=2[C:12]([N:14]2[CH2:19][C@H:18]([OH:20])[CH2:17][CH2:16][C@H:15]2[CH3:21])=[O:13])[N:3]=[CH:4][CH:5]=1.[H-].[Na+].F[C:25]1[N:34]=[CH:33][CH:32]=[C:31]([I:35])[C:26]=1[C:27]([O:29][CH3:30])=[O:28]. (5) Given the product [CH2:1]([N:8]1[C:13](=[O:14])[C:12]([Cl:15])=[C:11]([O:18][CH3:17])[CH:10]=[N:9]1)[C:2]1[CH:7]=[CH:6][CH:5]=[CH:4][CH:3]=1, predict the reactants needed to synthesize it. The reactants are: [CH2:1]([N:8]1[C:13](=[O:14])[C:12]([Cl:15])=[C:11](Cl)[CH:10]=[N:9]1)[C:2]1[CH:7]=[CH:6][CH:5]=[CH:4][CH:3]=1.[CH3:17][O-:18].[Na+]. (6) Given the product [Cl:1][C:2]1[CH:7]=[C:6]([CH2:8][N:10]2[CH2:14][CH2:13][CH2:12][CH2:11]2)[CH:5]=[CH:4][N:3]=1, predict the reactants needed to synthesize it. The reactants are: [Cl:1][C:2]1[CH:7]=[C:6]([CH:8]=O)[CH:5]=[CH:4][N:3]=1.[NH:10]1[CH2:14][CH2:13][CH2:12][CH2:11]1.C(O)(=O)C.[BH-](OC(C)=O)(OC(C)=O)OC(C)=O.[Na+]. (7) Given the product [C:1]([N:4]1[CH2:9][CH2:8][CH:7]([NH:10][C:11](=[O:20])[C:12]2[CH:17]=[C:16]([F:18])[CH:15]=[N:14][C:13]=2[O:30][C:26]2[CH:27]=[C:28]([CH3:29])[C:23]([S:22][CH3:21])=[C:24]([CH3:31])[CH:25]=2)[CH2:6][CH2:5]1)(=[O:3])[CH3:2], predict the reactants needed to synthesize it. The reactants are: [C:1]([N:4]1[CH2:9][CH2:8][CH:7]([NH:10][C:11](=[O:20])[C:12]2[CH:17]=[C:16]([F:18])[CH:15]=[N:14][C:13]=2Cl)[CH2:6][CH2:5]1)(=[O:3])[CH3:2].[CH3:21][S:22][C:23]1[C:28]([CH3:29])=[CH:27][C:26]([OH:30])=[CH:25][C:24]=1[CH3:31].C(=O)([O-])[O-].[Cs+].[Cs+].